Dataset: Reaction yield outcomes from USPTO patents with 853,638 reactions. Task: Predict the reaction yield, written as a fraction of the theoretical maximum amount of product (1.0 means a 100% yield; for example, 0.34 means a 34% yield). (1) The reactants are [C:1]([O:5][C:6]([NH:8][C@@H:9]([CH2:14][CH:15]1[CH2:20][CH2:19][C:18]([F:22])([F:21])[CH2:17][CH2:16]1)[C:10](OC)=[O:11])=[O:7])([CH3:4])([CH3:3])[CH3:2].[BH4-].[Na+]. The catalyst is CCO. The product is [F:21][C:18]1([F:22])[CH2:17][CH2:16][CH:15]([CH2:14][C@H:9]([NH:8][C:6](=[O:7])[O:5][C:1]([CH3:2])([CH3:4])[CH3:3])[CH2:10][OH:11])[CH2:20][CH2:19]1. The yield is 0.990. (2) The reactants are [F:1][C:2]1[CH:7]=[CH:6][CH:5]=[CH:4][C:3]=1[C:8]1[C:9]2[CH:19]=[CH:18][C:17](=[O:20])[NH:16][C:10]=2[N:11]=[C:12]([S:14][CH3:15])[N:13]=1.[H-].[Na+].I[CH3:24]. The catalyst is C1COCC1. The product is [F:1][C:2]1[CH:7]=[CH:6][CH:5]=[CH:4][C:3]=1[C:8]1[C:9]2[CH:19]=[CH:18][C:17](=[O:20])[N:16]([CH3:24])[C:10]=2[N:11]=[C:12]([S:14][CH3:15])[N:13]=1. The yield is 0.920. (3) The reactants are O[C:2]1[CH:3]=[C:4]([CH:8]=[C:9]([C:11]([F:14])([F:13])[F:12])[CH:10]=1)C(O)=O.[C:15]([O-:18])([O-])=[O:16].[K+].[K+].[CH3:21]I.O.CN([CH:27]=[O:28])C. No catalyst specified. The product is [CH3:21][O:18][C:15](=[O:16])[C:2]1[CH:10]=[C:9]([C:11]([F:12])([F:13])[F:14])[CH:8]=[C:4]([O:28][CH3:27])[CH:3]=1. The yield is 0.950. (4) The reactants are C(OC([N:8]1[CH2:13][CH2:12][N:11]([CH:14]2[CH2:19][CH2:18][S:17](=[O:21])(=[O:20])[CH2:16][CH2:15]2)[CH2:10][CH2:9]1)=O)(C)(C)C.[ClH:22].O1CCOCC1. The catalyst is CO.C(OCC)(=O)C. The product is [ClH:22].[ClH:22].[O:21]=[S:17]1(=[O:20])[CH2:16][CH2:15][CH:14]([N:11]2[CH2:12][CH2:13][NH:8][CH2:9][CH2:10]2)[CH2:19][CH2:18]1. The yield is 0.995. (5) The reactants are [C:1]([O:5][C:6]([NH:8][C:9]1[CH:10]=[C:11]([CH:15]=[C:16]([NH:18][C:19]([O:21][C:22]([CH3:25])([CH3:24])[CH3:23])=[O:20])[CH:17]=1)[C:12](O)=[O:13])=[O:7])([CH3:4])([CH3:3])[CH3:2].O. The catalyst is C1COCC1. The product is [C:1]([O:5][C:6]([NH:8][C:9]1[CH:10]=[C:11]([CH2:12][OH:13])[CH:15]=[C:16]([NH:18][C:19]([O:21][C:22]([CH3:25])([CH3:24])[CH3:23])=[O:20])[CH:17]=1)=[O:7])([CH3:4])([CH3:3])[CH3:2]. The yield is 0.560. (6) The reactants are [NH2:1][C:2]1[CH:7]=[C:6]([O:8][C:9]2[CH:14]=[CH:13][C:12]([N+:15]([O-:17])=[O:16])=[CH:11][C:10]=2[F:18])[CH:5]=[CH:4][N:3]=1.[C:19]([O:23][C:24]([N:26]1[CH2:31][CH2:30][CH:29]([CH2:32][C:33](O)=[O:34])[CH2:28][CH2:27]1)=[O:25])([CH3:22])([CH3:21])[CH3:20].C(N(CC)CC)C.CN([P+](ON1N=NC2C=CC=CC1=2)(N(C)C)N(C)C)C.F[P-](F)(F)(F)(F)F. The catalyst is CN(C)C=O. The product is [F:18][C:10]1[CH:11]=[C:12]([N+:15]([O-:17])=[O:16])[CH:13]=[CH:14][C:9]=1[O:8][C:6]1[CH:5]=[CH:4][N:3]=[C:2]([NH:1][C:33]([CH2:32][CH:29]2[CH2:28][CH2:27][N:26]([C:24]([O:23][C:19]([CH3:22])([CH3:21])[CH3:20])=[O:25])[CH2:31][CH2:30]2)=[O:34])[CH:7]=1. The yield is 0.430. (7) The reactants are [CH3:1][O:2][C:3]1[CH:4]=[C:5]2[O:9][C:8]([C:10]3[N:11]=[C:12]4[N:16]([CH:17]=3)[N:15]=[C:14]([O:18][CH3:19])[S:13]4)=[CH:7][C:6]2=[C:20]([OH:22])[CH:21]=1.[CH3:23][C:24]1([C:30]2[S:31][CH:32]=[C:33]([CH2:35]O)[N:34]=2)[CH2:29][CH2:28][O:27][CH2:26][CH2:25]1.C(P(CCCC)CCCC)CCC.C1CCN(C(N=NC(N2CCCCC2)=O)=O)CC1. The catalyst is C1COCC1.CCOC(C)=O.CS(C)=O. The product is [CH3:19][O:18][C:14]1[S:13][C:12]2=[N:11][C:10]([C:8]3[O:9][C:5]4[CH:4]=[C:3]([O:2][CH3:1])[CH:21]=[C:20]([O:22][CH2:35][C:33]5[N:34]=[C:30]([C:24]6([CH3:23])[CH2:29][CH2:28][O:27][CH2:26][CH2:25]6)[S:31][CH:32]=5)[C:6]=4[CH:7]=3)=[CH:17][N:16]2[N:15]=1. The yield is 0.565. (8) The reactants are [C:1]([NH:11][C@@H:12]1[CH2:17][O:16][C:14](=[O:15])[CH2:13]1)([O:3][CH2:4][C:5]1[CH:10]=[CH:9][CH:8]=[CH:7][CH:6]=1)=[O:2].[CH3:18][NH:19][CH3:20]. The catalyst is C1COCC1. The product is [CH3:18][N:19]([CH3:20])[C:14](=[O:15])[CH2:13][C@@H:12]([NH:11][C:1](=[O:2])[O:3][CH2:4][C:5]1[CH:10]=[CH:9][CH:8]=[CH:7][CH:6]=1)[CH2:17][OH:16]. The yield is 0.990.